Dataset: Catalyst prediction with 721,799 reactions and 888 catalyst types from USPTO. Task: Predict which catalyst facilitates the given reaction. (1) Product: [Br:21][CH2:22][CH2:23][O:1][C:2]1[CH:9]=[CH:8][C:5]([CH:6]=[O:7])=[CH:4][CH:3]=1. Reactant: [OH:1][C:2]1[CH:9]=[CH:8][C:5]([CH:6]=[O:7])=[CH:4][CH:3]=1.C(=O)([O-])[O-].[K+].[K+].CN(C=O)C.[Br:21][CH:22](Br)[CH3:23]. The catalyst class is: 6. (2) Reactant: [Li]CCCC.C(NC(C)C)(C)C.[Br:13][C:14]1[CH:19]=[C:18]([F:20])[CH:17]=[C:16]([Br:21])[CH:15]=1.[C:22](=[O:24])=[O:23]. Product: [Br:13][C:14]1[CH:15]=[C:16]([Br:21])[CH:17]=[C:18]([F:20])[C:19]=1[C:22]([OH:24])=[O:23]. The catalyst class is: 116. (3) Reactant: [CH3:1][N:2]([CH3:33])[C:3]1[CH:4]=[CH:5][C:6]2[C:15]([CH:16]=1)=[O+:14][C:13]1[C:8](=[CH:9][CH:10]=[C:11]([N:17]([CH3:19])[CH3:18])[CH:12]=1)[C:7]=2[C:20]1[CH:25]=[CH:24][C:23]([N+:26]([O-:28])=[O:27])=[C:22]([NH2:29])[C:21]=1[C:30]([OH:32])=[O:31].C(N(C(C)C)CC)(C)C.[C:43]([O:46][CH2:47][Br:48])(=[O:45])[CH3:44]. The catalyst class is: 68. Product: [Br-:48].[CH3:1][N:2]([CH3:33])[C:3]1[CH:4]=[CH:5][C:6]2[C:15]([CH:16]=1)=[O+:14][C:13]1[C:8](=[CH:9][CH:10]=[C:11]([N:17]([CH3:18])[CH3:19])[CH:12]=1)[C:7]=2[C:20]1[CH:25]=[CH:24][C:23]([N+:26]([O-:28])=[O:27])=[C:22]([NH2:29])[C:21]=1[C:30]([O:32][CH2:47][O:46][C:43](=[O:45])[CH3:44])=[O:31]. (4) Reactant: [NH2:1][C:2]1[C:3](=[O:14])[NH:4][N:5]=[C:6]([C:8]2[CH:13]=[CH:12][CH:11]=[CH:10][CH:9]=2)[CH:7]=1.[Br:15]N1C(=O)CCC1=O. Product: [NH2:1][C:2]1[C:3](=[O:14])[NH:4][N:5]=[C:6]([C:8]2[CH:13]=[CH:12][CH:11]=[CH:10][CH:9]=2)[C:7]=1[Br:15]. The catalyst class is: 10. (5) Product: [Cl:30][C:4]1[CH:5]=[C:6]([CH:9]([CH3:29])[C:10]([NH:12][CH2:13][C:14]2[C:15]([N:24]3[CH2:28][CH2:27][CH2:26][CH2:25]3)=[N:16][C:17]([C:20]([F:23])([F:21])[F:22])=[CH:18][CH:19]=2)=[O:11])[CH:7]=[CH:8][C:3]=1[CH2:2][NH:1][S:32]([CH3:31])(=[O:34])=[O:33]. Reactant: [NH2:1][CH2:2][C:3]1[CH:8]=[CH:7][C:6]([CH:9]([CH3:29])[C:10]([NH:12][CH2:13][C:14]2[C:15]([N:24]3[CH2:28][CH2:27][CH2:26][CH2:25]3)=[N:16][C:17]([C:20]([F:23])([F:22])[F:21])=[CH:18][CH:19]=2)=[O:11])=[CH:5][C:4]=1[Cl:30].[CH3:31][S:32](Cl)(=[O:34])=[O:33]. The catalyst class is: 529. (6) Reactant: [Br:1][C:2]1[N:7]=[C:6]([NH:8][CH2:9][CH:10]2[CH2:15][CH2:14][O:13][CH2:12][CH2:11]2)[CH:5]=[CH:4][CH:3]=1.C1C(=O)N([Cl:23])C(=O)C1. Product: [Br:1][C:2]1[N:7]=[C:6]([NH:8][CH2:9][CH:10]2[CH2:15][CH2:14][O:13][CH2:12][CH2:11]2)[CH:5]=[CH:4][C:3]=1[Cl:23]. The catalyst class is: 10. (7) Reactant: Cl.[CH3:2][NH:3][O:4][CH3:5].[F:13][C:12]([F:15])([F:14])[C:11](O[C:11](=[O:16])[C:12]([F:15])([F:14])[F:13])=[O:16].N1C=CC=CC=1. Product: [F:15][C:12]([F:13])([F:14])[C:11]([N:3]([O:4][CH3:5])[CH3:2])=[O:16]. The catalyst class is: 2. (8) The catalyst class is: 7. Reactant: [CH:1]([O:3][CH:4]1[CH2:9][CH2:8][CH2:7][CH2:6][CH2:5]1)=[CH2:2].C([O:12][CH2:13]C(CC)CCCC)=C.[CH:21]([O:23]CCOCCOC=C)=C.C1C2C(=CC3C(C=2CO)=CC=CC=3)C=CC=1.C(OCCCCOC=C)=C.C(OCC1(COC=C)CCCCC1)=C.C(OC(OC=C)CCCCCCCC)=C.C1(CO)C=CC=C(CO)C=1.[H-].[Al+3].[Li+].[H-].[H-].[H-].C(Cl)(=O)C1C=CC=C(C(Cl)=O)C=1. Product: [CH:1]([O:3][CH:4]=[CH2:5])=[CH2:2].[C:4]1([CH2:13][OH:12])[CH:5]=[CH:6][CH:7]=[C:8]([CH2:21][OH:23])[CH:9]=1.